This data is from Full USPTO retrosynthesis dataset with 1.9M reactions from patents (1976-2016). The task is: Predict the reactants needed to synthesize the given product. (1) Given the product [NH2:8][C:9]1[C:10]([C:18]([NH:7][C:2]2[CH:3]=[CH:4][CH:5]=[CH:6][N:1]=2)=[O:19])=[N:11][C:12]([Cl:17])=[C:13]([O:15][CH3:16])[N:14]=1, predict the reactants needed to synthesize it. The reactants are: [N:1]1[CH:6]=[CH:5][CH:4]=[CH:3][C:2]=1[NH2:7].[NH2:8][C:9]1[C:10]([C:18](O)=[O:19])=[N:11][C:12]([Cl:17])=[C:13]([O:15][CH3:16])[N:14]=1. (2) Given the product [CH3:14][N:15]1[CH2:20][CH2:19][CH:18]([CH2:21][NH:22][S:10]([C:6]2[CH:7]=[CH:8][CH:9]=[C:4]([N+:1]([O-:3])=[O:2])[CH:5]=2)(=[O:12])=[O:11])[CH2:17][CH2:16]1, predict the reactants needed to synthesize it. The reactants are: [N+:1]([C:4]1[CH:5]=[C:6]([S:10](Cl)(=[O:12])=[O:11])[CH:7]=[CH:8][CH:9]=1)([O-:3])=[O:2].[CH3:14][N:15]1[CH2:20][CH2:19][CH:18]([CH2:21][NH2:22])[CH2:17][CH2:16]1.C(N(CC)CC)C. (3) Given the product [CH2:1]([O:3][C:4]1[CH:12]=[CH:11][C:7]([C:8]([NH:26][CH2:27][C:28]2[CH:29]=[C:30]3[C:34](=[CH:35][CH:36]=2)[C:33](=[O:37])[N:32]([C:38]2([CH3:46])[CH2:43][CH2:42][C:41](=[O:44])[NH:40][C:39]2=[O:45])[C:31]3=[O:47])=[O:10])=[CH:6][N:5]=1)[CH3:2], predict the reactants needed to synthesize it. The reactants are: [CH2:1]([O:3][C:4]1[CH:12]=[CH:11][C:7]([C:8]([OH:10])=O)=[CH:6][N:5]=1)[CH3:2].C1N=CN(C(N2C=NC=C2)=O)C=1.Cl.[NH2:26][CH2:27][C:28]1[CH:29]=[C:30]2[C:34](=[CH:35][CH:36]=1)[C:33](=[O:37])[N:32]([C:38]1([CH3:46])[CH2:43][CH2:42][C:41](=[O:44])[NH:40][C:39]1=[O:45])[C:31]2=[O:47].O. (4) The reactants are: Cl[C:2]1[N:10]=[CH:9][C:8]([Cl:11])=[CH:7][C:3]=1[C:4]([OH:6])=[O:5].[F:12][CH:13]([F:16])[CH2:14][NH2:15].C(=O)([O-])[O-].[K+].[K+].CN(C=O)C. Given the product [Cl:11][C:8]1[CH:9]=[N:10][C:2]([NH:15][CH2:14][CH:13]([F:16])[F:12])=[C:3]([CH:7]=1)[C:4]([OH:6])=[O:5], predict the reactants needed to synthesize it.